This data is from Full USPTO retrosynthesis dataset with 1.9M reactions from patents (1976-2016). The task is: Predict the reactants needed to synthesize the given product. (1) Given the product [CH2:13]([O:20][C:21]1[C:22]([CH3:30])=[CH:23][C:24]([C:25]2[NH:6][C:4](=[O:5])[C:3]3[C:2](=[CH:10][C:9]([F:11])=[CH:8][C:7]=3[F:12])[N:1]=2)=[CH:27][C:28]=1[CH3:29])[C:14]1[CH:15]=[CH:16][CH:17]=[CH:18][CH:19]=1, predict the reactants needed to synthesize it. The reactants are: [NH2:1][C:2]1[CH:10]=[C:9]([F:11])[CH:8]=[C:7]([F:12])[C:3]=1[C:4]([NH2:6])=[O:5].[CH2:13]([O:20][C:21]1[C:28]([CH3:29])=[CH:27][C:24]([CH:25]=O)=[CH:23][C:22]=1[CH3:30])[C:14]1[CH:19]=[CH:18][CH:17]=[CH:16][CH:15]=1.OS([O-])=O.[Na+].C1(C)C=CC(S(O)(=O)=O)=CC=1. (2) The reactants are: O[CH2:2][CH2:3][N:4]1[C:9](=[O:10])[C:8]([N:11]2[CH:15]=[C:14]([CH3:16])[N:13]=[CH:12]2)=[CH:7][CH:6]=[C:5]1[C:17]([NH:19][CH:20]([C:22]1[C:30]2[C:25](=[CH:26][CH:27]=[C:28]([C:31]([F:34])([F:33])[F:32])[CH:29]=2)[N:24]([CH3:35])[CH:23]=1)[CH3:21])=[O:18].C(N(CC)CC)C.CS(Cl)(=O)=O.N1CCCN2CCCN=C12.[OH-].[Na+]. Given the product [CH3:16][C:14]1[N:13]=[CH:12][N:11]([C:8]2[C:9](=[O:10])[N:4]3[CH2:3][CH2:2][N:19]([CH:20]([C:22]4[C:30]5[C:25](=[CH:26][CH:27]=[C:28]([C:31]([F:32])([F:34])[F:33])[CH:29]=5)[N:24]([CH3:35])[CH:23]=4)[CH3:21])[C:17](=[O:18])[C:5]3=[CH:6][CH:7]=2)[CH:15]=1, predict the reactants needed to synthesize it. (3) Given the product [CH2:27]([S:29]([N:19]1[CH2:18][CH2:17][N:16]([C:12]2[C:11]([F:22])=[C:10]([CH2:9][OH:8])[CH:15]=[CH:14][CH:13]=2)[CH2:21][CH2:20]1)(=[O:31])=[O:30])[CH3:28], predict the reactants needed to synthesize it. The reactants are: [Si]([O:8][CH2:9][C:10]1[C:11]([F:22])=[C:12]([N:16]2[CH2:21][CH2:20][NH:19][CH2:18][CH2:17]2)[CH:13]=[CH:14][CH:15]=1)(C(C)(C)C)(C)C.ClCCCl.[CH2:27]([S:29](Cl)(=[O:31])=[O:30])[CH3:28].C(Cl)(Cl)Cl. (4) Given the product [OH:20][CH:12]([CH:6]([CH:2]=[C:3]([CH3:5])[CH3:4])[C:7]([O:9][CH2:10][CH3:11])=[O:8])[CH2:13][CH3:14], predict the reactants needed to synthesize it. The reactants are: O[CH:2]([CH:6](/[CH:12]=[CH:13]\[CH3:14])[C:7]([O:9][CH2:10][CH3:11])=[O:8])[CH:3]([CH3:5])[CH3:4].CC(C)/C=C/C(OCC)=[O:20].CC(CC)C=O. (5) The reactants are: [H-].[Na+].[Br:3][C:4]1[N:9]2[N:10]=[C:11]([O:21][CH3:22])[C:12]([NH:13][C:14](=[O:20])[O:15][C:16]([CH3:19])([CH3:18])[CH3:17])=[C:8]2[CH:7]=[CH:6][CH:5]=1.Br[CH2:24][CH:25]1[CH2:27][CH2:26]1.C(OCC)(=O)C. Given the product [Br:3][C:4]1[N:9]2[N:10]=[C:11]([O:21][CH3:22])[C:12]([N:13]([CH2:24][CH:25]3[CH2:27][CH2:26]3)[C:14](=[O:20])[O:15][C:16]([CH3:17])([CH3:18])[CH3:19])=[C:8]2[CH:7]=[CH:6][CH:5]=1, predict the reactants needed to synthesize it. (6) Given the product [O:39]=[C:37]1[CH2:36][S:35][C:34]2[CH:40]=[CH:41][C:31]([NH:30][C:2]3[C:3]4[NH:20][N:19]=[CH:18][C:4]=4[N:5]=[C:6]([C:8]4[CH:9]=[C:10]([CH:15]=[CH:16][CH:17]=4)[C:11]([O:13][CH3:14])=[O:12])[N:7]=3)=[CH:32][C:33]=2[NH:38]1, predict the reactants needed to synthesize it. The reactants are: Cl[C:2]1[C:3]2[C:4](=[CH:18][N:19](CC3C=CC(OC)=CC=3)[N:20]=2)[N:5]=[C:6]([C:8]2[CH:9]=[C:10]([CH:15]=[CH:16][CH:17]=2)[C:11]([O:13][CH3:14])=[O:12])[N:7]=1.[NH2:30][C:31]1[CH:41]=[CH:40][C:34]2[S:35][CH2:36][C:37](=[O:39])[NH:38][C:33]=2[CH:32]=1.Cl. (7) Given the product [NH:9]1[CH2:10][CH:7]([C:5]([C:4]2[CH:18]=[C:19]([F:21])[CH:20]=[C:2]([F:1])[CH:3]=2)=[O:6])[CH2:8]1, predict the reactants needed to synthesize it. The reactants are: [F:1][C:2]1[CH:3]=[C:4]([CH:18]=[C:19]([F:21])[CH:20]=1)[C:5]([CH:7]1[CH2:10][N:9](C(OC(C)(C)C)=O)[CH2:8]1)=[O:6].C(O)(C(F)(F)F)=O. (8) Given the product [C:2]([N:5]1[C:14]2[C:9](=[CH:10][C:11]([C:32]3[CH:31]=[N:30][N:29]([CH2:28][CH2:27][N:19]([CH3:18])[C:20](=[O:26])[O:21][C:22]([CH3:23])([CH3:24])[CH3:25])[CH:33]=3)=[CH:12][CH:13]=2)[C@H:8]([NH2:16])[CH2:7][C@@H:6]1[CH3:17])(=[O:4])[CH3:3], predict the reactants needed to synthesize it. The reactants are: Cl.[C:2]([N:5]1[C:14]2[C:9](=[CH:10][C:11](Br)=[CH:12][CH:13]=2)[C@H:8]([NH2:16])[CH2:7][C@@H:6]1[CH3:17])(=[O:4])[CH3:3].[CH3:18][N:19]([CH2:27][CH2:28][N:29]1[CH:33]=[C:32](B2OC(C)(C)C(C)(C)O2)[CH:31]=[N:30]1)[C:20](=[O:26])[O:21][C:22]([CH3:25])([CH3:24])[CH3:23].O.C(=O)([O-])[O-].[K+].[K+].